This data is from Catalyst prediction with 721,799 reactions and 888 catalyst types from USPTO. The task is: Predict which catalyst facilitates the given reaction. (1) Reactant: [F:1][C:2]1[CH:3]=[C:4]([CH:8]=[C:9]([N+:11]([O-:13])=[O:12])[CH:10]=1)[C:5]([NH2:7])=[O:6].[C:14](=O)([O-])[O-].[Cs+].[Cs+].S(OC)(OC)(=O)=O. Product: [F:1][C:2]1[CH:3]=[C:4]([CH:8]=[C:9]([N+:11]([O-:13])=[O:12])[CH:10]=1)[C:5]([NH:7][CH3:14])=[O:6]. The catalyst class is: 3. (2) Product: [CH3:1][N:2]([CH3:32])[C:3]([C:5]1[CH:6]=[C:7]2[CH:25]=[C:23]([CH:24]=1)[C:22](=[O:26])[NH:21][C@H:20]([C@H:27]([OH:30])[CH2:28][Cl:29])[CH2:19][C:18]1[CH:31]=[C:14]([CH:15]=[CH:16][CH:17]=1)[O:13][CH2:12][CH2:11][CH2:10][CH2:9][O:8]2)=[O:4]. Reactant: [CH3:1][N:2]([CH3:32])[C:3]([C:5]1[CH:6]=[C:7]2[CH:25]=[C:23]([CH:24]=1)[C:22](=[O:26])[NH:21][C@H:20]([C@H:27]([OH:30])[CH2:28][Cl:29])[CH2:19][C:18]1[CH:31]=[C:14]([CH:15]=[CH:16][CH:17]=1)[O:13][CH2:12][CH:11]=[CH:10][CH2:9][O:8]2)=[O:4]. The catalyst class is: 50.